Dataset: Reaction yield outcomes from USPTO patents with 853,638 reactions. Task: Predict the reaction yield, written as a fraction of the theoretical maximum amount of product (1.0 means a 100% yield; for example, 0.34 means a 34% yield). The yield is 0.290. The product is [CH3:12][N:13]1[CH:17]=[C:16]([C:18]2[CH:19]=[N:20][C:21]3[C:26]([CH:27]=2)=[CH:25][C:24]([CH2:28][C:29]2[N:3]4[N:4]=[C:5]([C:8]([F:11])([F:10])[F:9])[CH:6]=[CH:7][C:2]4=[N:32][N:31]=2)=[CH:23][CH:22]=3)[CH:15]=[N:14]1. The reactants are Cl[C:2]1[N:3]=[N:4][C:5]([C:8]([F:11])([F:10])[F:9])=[CH:6][CH:7]=1.[CH3:12][N:13]1[CH:17]=[C:16]([C:18]2[CH:19]=[N:20][C:21]3[C:26]([CH:27]=2)=[CH:25][C:24]([CH2:28][C:29]([NH:31][NH2:32])=O)=[CH:23][CH:22]=3)[CH:15]=[N:14]1. The catalyst is C(O)CCC.